From a dataset of Reaction yield outcomes from USPTO patents with 853,638 reactions. Predict the reaction yield, written as a fraction of the theoretical maximum amount of product (1.0 means a 100% yield; for example, 0.34 means a 34% yield). The reactants are Cl.[NH2:2][CH:3]1[CH2:9][CH2:8][CH2:7][CH2:6][NH:5][C:4]1=[O:10].C([O-])([O-])=O.[K+].[K+].[CH3:17][C:18]1[CH:23]=[CH:22][C:21]([S:24](Cl)(=[O:26])=[O:25])=[CH:20][CH:19]=1. No catalyst specified. The product is [CH3:17][C:18]1[CH:23]=[CH:22][C:21]([S:24]([NH:2][CH:3]2[CH2:9][CH2:8][CH2:7][CH2:6][NH:5][C:4]2=[O:10])(=[O:26])=[O:25])=[CH:20][CH:19]=1. The yield is 0.670.